Predict the product of the given reaction. From a dataset of Forward reaction prediction with 1.9M reactions from USPTO patents (1976-2016). (1) Given the reactants C([O:3][C:4](=[O:21])[CH:5]([O:19][CH3:20])[CH2:6][C:7]1[CH:12]=[CH:11][C:10]([C:13]#[C:14][CH2:15][CH2:16][CH2:17]Br)=[CH:9][CH:8]=1)C.[OH:22][C:23]1[CH:32]=[C:31]2[C:26]([C:27](=[O:39])[CH:28]=[C:29]([C:33]3[CH:38]=[CH:37][CH:36]=[CH:35][CH:34]=3)[O:30]2)=[CH:25][CH:24]=1, predict the reaction product. The product is: [CH3:20][O:19][C@@H:5]([CH2:6][C:7]1[CH:8]=[CH:9][C:10]([C:13]#[C:14][CH2:15][CH2:16][CH2:17][O:22][C:23]2[CH:32]=[C:31]3[C:26]([C:27](=[O:39])[CH:28]=[C:29]([C:33]4[CH:38]=[CH:37][CH:36]=[CH:35][CH:34]=4)[O:30]3)=[CH:25][CH:24]=2)=[CH:11][CH:12]=1)[C:4]([OH:3])=[O:21]. (2) Given the reactants [OH:1][CH2:2][C:3]1([CH2:9][CH2:10][C:11]2[CH:16]=[CH:15][C:14]([OH:17])=[CH:13][CH:12]=2)[CH2:7][O:6][C:5]([CH3:8])=[N:4]1.[I:18]/[CH:19]=[CH:20]/[CH2:21][CH2:22][CH2:23][CH2:24]O.C1(P(C2C=CC=CC=2)C2C=CC=CC=2)C=CC=CC=1.CC(OC(/N=N/C(OC(C)C)=O)=O)C, predict the reaction product. The product is: [I:18]/[CH:19]=[CH:20]/[CH2:21][CH2:22][CH2:23][CH2:24][O:17][C:14]1[CH:13]=[CH:12][C:11]([CH2:10][CH2:9][C:3]2([CH2:2][OH:1])[CH2:7][O:6][C:5]([CH3:8])=[N:4]2)=[CH:16][CH:15]=1. (3) Given the reactants [CH:1]1([C:4]2[C:5]([N:13]3[CH2:18][CH2:17][CH:16]([O:19][C:20](=[O:27])[C:21]4[CH:26]=[CH:25][CH:24]=[CH:23][CH:22]=4)[CH2:15][CH2:14]3)=[N:6][CH:7]=[C:8]([N+:10]([O-])=O)[CH:9]=2)[CH2:3][CH2:2]1, predict the reaction product. The product is: [NH2:10][C:8]1[CH:9]=[C:4]([CH:1]2[CH2:2][CH2:3]2)[C:5]([N:13]2[CH2:14][CH2:15][CH:16]([O:19][C:20](=[O:27])[C:21]3[CH:22]=[CH:23][CH:24]=[CH:25][CH:26]=3)[CH2:17][CH2:18]2)=[N:6][CH:7]=1. (4) Given the reactants [CH3:1][O:2][CH2:3][CH2:4][NH2:5].[NH2:6][C:7]1[C:8]2[CH:20]=[C:19]([CH:21]=O)[S:18][C:9]=2[N:10]=[C:11]([C:13]2[O:14][CH:15]=[CH:16][CH:17]=2)[N:12]=1.C(C1SC(C#N)=CC=1)(C)(C)C, predict the reaction product. The product is: [O:14]1[CH:15]=[CH:16][CH:17]=[C:13]1[C:11]1[N:12]=[C:7]([NH2:6])[C:8]2[CH:20]=[C:19]([CH2:21][NH:5][CH2:4][CH2:3][O:2][CH3:1])[S:18][C:9]=2[N:10]=1. (5) Given the reactants Br[C:2]1[CH:7]=[CH:6][C:5]([O:8][C:9]([F:12])([F:11])[F:10])=[CH:4][C:3]=1[F:13].C(=[NH:27])(C1C=CC=CC=1)C1C=CC=CC=1.CC1(C)C2C(=C(P(C3C=CC=CC=3)C3C=CC=CC=3)C=CC=2)OC2C(P(C3C=CC=CC=3)C3C=CC=CC=3)=CC=CC1=2.CC(C)([O-])C.[Na+].Cl.[OH-].[Na+], predict the reaction product. The product is: [F:13][C:3]1[CH:4]=[C:5]([O:8][C:9]([F:12])([F:11])[F:10])[CH:6]=[CH:7][C:2]=1[NH2:27]. (6) The product is: [CH3:1][N:2]1[CH2:7][CH2:6][N:5]([CH:8]2[C:17]3[CH:16]=[C:15]([O:18][C:44](=[O:45])[C:43]4[CH:47]=[CH:48][C:40]([N:34]5[CH2:35][CH2:36][O:37][CH2:38][CH2:39]5)=[N:41][CH:42]=4)[CH:14]=[CH:13][C:12]=3[CH2:11][CH2:10][CH2:9]2)[CH2:4][CH2:3]1. Given the reactants [CH3:1][N:2]1[CH2:7][CH2:6][N:5]([CH:8]2[C:17]3[CH:16]=[C:15]([OH:18])[CH:14]=[CH:13][C:12]=3[CH2:11][CH2:10][CH2:9]2)[CH2:4][CH2:3]1.C1CCC(N=C=NC2CCCCC2)CC1.[N:34]1([C:40]2[CH:48]=[CH:47][C:43]([C:44](O)=[O:45])=[CH:42][N:41]=2)[CH2:39][CH2:38][O:37][CH2:36][CH2:35]1, predict the reaction product.